The task is: Predict the product of the given reaction.. This data is from Forward reaction prediction with 1.9M reactions from USPTO patents (1976-2016). (1) Given the reactants [CH3:1][O:2][CH2:3][C@H:4]([CH3:24])[O:5][C:6]1[CH:7]=[C:8]([CH:12]=[C:13]([O:15][C:16]2[CH:21]=[CH:20][CH:19]=[C:18](OC)[CH:17]=2)[CH:14]=1)[C:9]([OH:11])=O.[CH3:25][O:26]C1C=CC(B(O)O)=CC=1.[NH2:36][C:37]1[S:38][CH:39]=[C:40]([CH2:42][C:43]([O:45][CH2:46][CH3:47])=[O:44])[N:41]=1, predict the reaction product. The product is: [CH2:46]([O:45][C:43](=[O:44])[CH2:42][C:40]1[N:41]=[C:37]([NH:36][C:9](=[O:11])[C:8]2[CH:7]=[C:6]([O:5][C@@H:4]([CH3:24])[CH2:3][O:2][CH3:1])[CH:14]=[C:13]([O:15][C:16]3[CH:17]=[CH:18][C:19]([O:26][CH3:25])=[CH:20][CH:21]=3)[CH:12]=2)[S:38][CH:39]=1)[CH3:47]. (2) Given the reactants [Cl:1][C:2]1[CH:3]=[C:4]([CH:25]=[CH:26][C:27]=1[Cl:28])[CH2:5][N:6]([CH3:24])[C:7]([C:9]1[CH2:10][N:11]([CH2:16][CH2:17][N:18]2[CH2:23][CH2:22][NH:21][CH2:20][CH2:19]2)[C:12](=[O:15])[C:13]=1[OH:14])=[O:8].[O:29]1[C:33]([C:34](Cl)=[O:35])=[CH:32][CH:31]=[N:30]1, predict the reaction product. The product is: [Cl:1][C:2]1[CH:3]=[C:4]([CH:25]=[CH:26][C:27]=1[Cl:28])[CH2:5][N:6]([CH3:24])[C:7]([C:9]1[CH2:10][N:11]([CH2:16][CH2:17][N:18]2[CH2:19][CH2:20][N:21]([C:34]([C:33]3[O:29][N:30]=[CH:31][CH:32]=3)=[O:35])[CH2:22][CH2:23]2)[C:12](=[O:15])[C:13]=1[OH:14])=[O:8]. (3) Given the reactants [C:1]1([CH2:7][CH2:8][CH2:9][CH2:10][CH2:11][CH2:12][CH2:13][N:14]=[N+]=[N-])[CH:6]=[CH:5][CH:4]=[CH:3][CH:2]=1, predict the reaction product. The product is: [C:1]1([CH2:7][CH2:8][CH2:9][CH2:10][CH2:11][CH2:12][CH2:13][NH2:14])[CH:6]=[CH:5][CH:4]=[CH:3][CH:2]=1. (4) Given the reactants Cl[CH2:2][CH2:3][NH:4][C:5]1[CH:9]=[CH:8][NH:7][N:6]=1.[CH3:10][NH:11][CH3:12], predict the reaction product. The product is: [CH3:10][N:11]([CH3:12])[CH2:2][CH2:3][NH:4][C:5]1[CH:9]=[CH:8][NH:7][N:6]=1. (5) Given the reactants O=O.[CH2:3]([OH:12])[CH:4]=[CH:5][C:6]1[CH:11]=[CH:10][CH:9]=[CH:8][CH:7]=1.C(=O)([O-])[O-:14].[K+].[K+], predict the reaction product. The product is: [C:3]([OH:14])(=[O:12])[CH:4]=[CH:5][C:6]1[CH:11]=[CH:10][CH:9]=[CH:8][CH:7]=1.